Predict the product of the given reaction. From a dataset of Forward reaction prediction with 1.9M reactions from USPTO patents (1976-2016). (1) Given the reactants C([BH3-])#[N:2].[Na+].[CH3:5][C:6]1[O:7][C:8]([C:11](=O)[CH2:12][CH3:13])=[CH:9][CH:10]=1.C([O-])(=O)C.[NH4+], predict the reaction product. The product is: [CH3:5][C:6]1[O:7][C:8]([CH:11]([NH2:2])[CH2:12][CH3:13])=[CH:9][CH:10]=1. (2) Given the reactants [F:1][C:2]1[CH:7]=[C:6]([N:8]2[CH2:12][C@H:11]([CH2:13][N:14]3[CH:18]=[CH:17][N:16]=[N:15]3)[O:10][C:9]2=[O:19])[CH:5]=[CH:4][C:3]=1[C:20]1[CH:21]=[CH:22][C:23]([C:26]2[CH2:30][C@@H:29]([CH2:31][O:32][CH2:33][C:34]([O:36]C(C)(C)C)=[O:35])[O:28][N:27]=2)=[N:24][CH:25]=1.FC(F)(F)C(O)=O, predict the reaction product. The product is: [F:1][C:2]1[CH:7]=[C:6]([N:8]2[CH2:12][C@H:11]([CH2:13][N:14]3[CH:18]=[CH:17][N:16]=[N:15]3)[O:10][C:9]2=[O:19])[CH:5]=[CH:4][C:3]=1[C:20]1[CH:21]=[CH:22][C:23]([C:26]2[CH2:30][C@@H:29]([CH2:31][O:32][CH2:33][C:34]([OH:36])=[O:35])[O:28][N:27]=2)=[N:24][CH:25]=1.